This data is from Full USPTO retrosynthesis dataset with 1.9M reactions from patents (1976-2016). The task is: Predict the reactants needed to synthesize the given product. (1) Given the product [F:20][C:17]1[CH:18]=[CH:19][C:14]2[NH:13][C:11](=[O:12])[C:3]3[C:4]4[CH2:10][CH2:9][CH2:8][CH2:7][C:5]=4[S:6][C:2]=3[O:21][C:15]=2[CH:16]=1, predict the reactants needed to synthesize it. The reactants are: Br[C:2]1[S:6][C:5]2[CH2:7][CH2:8][CH2:9][CH2:10][C:4]=2[C:3]=1[C:11]([NH:13][C:14]1[CH:19]=[CH:18][C:17]([F:20])=[CH:16][C:15]=1[OH:21])=[O:12].C(=O)([O-])[O-].[K+].[K+]. (2) Given the product [N:29]([CH2:2][C@@H:3]1[C@@H:7]([CH2:8][O:9][CH2:10][C:11]2[CH:16]=[CH:15][CH:14]=[CH:13][CH:12]=2)[O:6][CH2:5][CH2:4]1)=[N+:30]=[N-:31], predict the reactants needed to synthesize it. The reactants are: O[CH2:2][C@@H:3]1[C@@H:7]([CH2:8][O:9][CH2:10][C:11]2[CH:16]=[CH:15][CH:14]=[CH:13][CH:12]=2)[O:6][CH2:5][CH2:4]1.CCN(CC)CC.CS(Cl)(=O)=O.[N-:29]=[N+:30]=[N-:31].[Na+]. (3) Given the product [Br:1][C:2]1[C:10]2[C:5](=[CH:6][C:7]([N+:11]([O-:13])=[O:12])=[CH:8][CH:9]=2)[N:4]([C:17]([C:16]2[C:20]([C:24]([F:25])([F:26])[F:27])=[CH:21][CH:22]=[CH:23][C:15]=2[Cl:14])=[O:18])[N:3]=1, predict the reactants needed to synthesize it. The reactants are: [Br:1][C:2]1[C:10]2[C:5](=[CH:6][C:7]([N+:11]([O-:13])=[O:12])=[CH:8][CH:9]=2)[NH:4][N:3]=1.[Cl:14][C:15]1[CH:23]=[CH:22][CH:21]=[C:20]([C:24]([F:27])([F:26])[F:25])[C:16]=1[C:17](Cl)=[O:18].C(Cl)Cl. (4) Given the product [CH2:12]([NH:19][C@@H:20]1[CH2:25][CH2:24][C@H:23]([NH:26][C:2]2[CH:3]=[C:4]([N:9]([CH3:11])[CH3:10])[N:5]=[C:6]([CH3:8])[N:7]=2)[CH2:22][CH2:21]1)[C:13]1[CH:18]=[CH:17][CH:16]=[CH:15][CH:14]=1, predict the reactants needed to synthesize it. The reactants are: Cl[C:2]1[N:7]=[C:6]([CH3:8])[N:5]=[C:4]([N:9]([CH3:11])[CH3:10])[CH:3]=1.[CH2:12]([NH:19][C@H:20]1[CH2:25][CH2:24][C@@H:23]([NH2:26])[CH2:22][CH2:21]1)[C:13]1[CH:18]=[CH:17][CH:16]=[CH:15][CH:14]=1.C([O-])(O)=O.[Na+]. (5) Given the product [CH:42]1([C:37]2[CH:36]=[C:35]([C:31]3[CH:30]=[C:29]([C:27]4[CH2:26][C:25](=[O:45])[NH:24][C:9]5[CH:10]=[C:11]([C:49]([F:52])([F:51])[F:50])[C:12]([O:48][CH2:47][C:49]([F:52])([F:51])[F:50])=[CH:13][C:8]=5[N:7]=4)[CH:34]=[CH:33][CH:32]=3)[CH:40]=[C:39]([CH3:41])[N:38]=2)[CH2:43][CH2:44]1, predict the reactants needed to synthesize it. The reactants are: C(OC(=O)[NH:7][C:8]1[CH:13]=[C:12](OCC(F)(F)F)[C:11](C(F)(F)F)=[CH:10][C:9]=1[NH:24][C:25](=[O:45])[CH2:26][C:27]([C:29]1[CH:34]=[CH:33][CH:32]=[C:31]([C:35]2[CH:40]=[C:39]([CH3:41])[N:38]=[C:37]([CH:42]3[CH2:44][CH2:43]3)[CH:36]=2)[CH:30]=1)=O)(C)(C)C.[C:47](O)([C:49]([F:52])([F:51])[F:50])=[O:48]. (6) Given the product [ClH:32].[OH:1][C:2]1([CH2:20][N:21]([CH3:31])[C:22]2[CH:23]=[CH:24][C:25]([C:26]([OH:28])=[O:27])=[CH:29][CH:30]=2)[CH2:7][CH2:6][N:5]([CH2:8][CH2:9][C:10]2[CH:11]=[CH:12][C:13]([S:16]([CH3:19])(=[O:17])=[O:18])=[CH:14][CH:15]=2)[CH2:4][CH2:3]1, predict the reactants needed to synthesize it. The reactants are: [OH:1][C:2]1([CH2:20][N:21]([CH3:31])[C:22]2[CH:30]=[CH:29][C:25]([C:26]([OH:28])=[O:27])=[CH:24][CH:23]=2)[CH2:7][CH2:6][N:5]([CH2:8][CH2:9][C:10]2[CH:15]=[CH:14][C:13]([S:16]([CH3:19])(=[O:18])=[O:17])=[CH:12][CH:11]=2)[CH2:4][CH2:3]1.[ClH:32]. (7) Given the product [CH2:1]([N:8]([CH2:9][C:10]([OH:12])([CH3:13])[CH3:11])[CH2:24][C:25]([O:27][CH2:28][CH3:29])=[O:26])[C:2]1[CH:7]=[CH:6][CH:5]=[CH:4][CH:3]=1, predict the reactants needed to synthesize it. The reactants are: [CH2:1]([NH:8][CH2:9][C:10]([CH3:13])([OH:12])[CH3:11])[C:2]1[CH:7]=[CH:6][CH:5]=[CH:4][CH:3]=1.C(N(C(C)C)CC)(C)C.Br[CH2:24][C:25]([O:27][CH2:28][CH3:29])=[O:26].